This data is from Retrosynthesis with 50K atom-mapped reactions and 10 reaction types from USPTO. The task is: Predict the reactants needed to synthesize the given product. (1) Given the product C[C@@](O)(C(=O)Nc1ccc(S(=O)(=O)c2ccccc2NCCO)cc1Cl)C(F)(F)F, predict the reactants needed to synthesize it. The reactants are: C[C@@](O)(C(=O)Nc1ccc(S(=O)(=O)c2ccccc2F)cc1Cl)C(F)(F)F.NCCO. (2) Given the product CCOc1cc(-c2cccc(N)c2)cc(C(Nc2ccc(C#N)cc2)C(=O)OC)c1, predict the reactants needed to synthesize it. The reactants are: CCOc1cc(O)cc(C(Nc2ccc(C#N)cc2)C(=O)OC)c1.Nc1cccc(B(O)O)c1.